Task: Predict the reaction yield, written as a fraction of the theoretical maximum amount of product (1.0 means a 100% yield; for example, 0.34 means a 34% yield).. Dataset: Reaction yield outcomes from USPTO patents with 853,638 reactions The reactants are [F:1][CH2:2][C@@:3]1([C:47]([O:49]CC2C=CC=CC=2)=[O:48])[CH2:8][CH2:7][C:6]([C:9]2[C:10]([CH3:46])([CH3:45])[C@H:11]3[C@:24]([CH3:27])([CH2:25][CH:26]=2)[C@@H:23]2[C@:14]([CH3:44])([C@@:15]4([CH3:43])[C@H:20]([CH2:21][CH2:22]2)[C@H:19]2[C@H:28]([C:31]([CH3:33])=[CH2:32])[CH2:29][CH2:30][C@:18]2([NH:34][CH2:35][CH2:36][CH:37]2[CH2:42][CH2:41][O:40][CH2:39][CH2:38]2)[CH2:17][CH2:16]4)[CH2:13][CH2:12]3)=[CH:5][CH2:4]1.N[C@]12CC[C@@H](C(C)=C)[C@@H]1[C@@H]1[C@@](C)(CC2)[C@@]2(C)[C@@H]([C@]3(C)[C@@H](CC2)C(C)(C)C(C2CC[C@@](CF)(C(OCC4C=CC=CC=4)=O)CC=2)=CC3)CC1.BrCCC1CCOCC1.[O-]P([O-])([O-])=O.[K+].[K+].[K+].[Na+].[I-]. The catalyst is CC#N. The product is [F:1][CH2:2][C@@:3]1([C:47]([OH:49])=[O:48])[CH2:8][CH2:7][C:6]([C:9]2[C:10]([CH3:46])([CH3:45])[C@H:11]3[C@:24]([CH3:27])([CH2:25][CH:26]=2)[C@@H:23]2[C@:14]([CH3:44])([C@@:15]4([CH3:43])[C@H:20]([CH2:21][CH2:22]2)[C@H:19]2[C@H:28]([C:31]([CH3:33])=[CH2:32])[CH2:29][CH2:30][C@:18]2([NH:34][CH2:35][CH2:36][CH:37]2[CH2:42][CH2:41][O:40][CH2:39][CH2:38]2)[CH2:17][CH2:16]4)[CH2:13][CH2:12]3)=[CH:5][CH2:4]1. The yield is 0.510.